Dataset: Full USPTO retrosynthesis dataset with 1.9M reactions from patents (1976-2016). Task: Predict the reactants needed to synthesize the given product. (1) Given the product [C:1]([O:5][C:6](=[O:25])[NH:7][C:8]1[CH2:9][O:10][CH2:11][C:12]([C:17]2[CH:22]=[C:21]([NH:23][C:33]([C:30]3[CH:29]=[CH:28][C:27]([Br:26])=[CH:32][N:31]=3)=[O:34])[CH:20]=[CH:19][C:18]=2[F:24])([CH:14]([F:16])[F:15])[N:13]=1)([CH3:4])([CH3:2])[CH3:3], predict the reactants needed to synthesize it. The reactants are: [C:1]([O:5][C:6](=[O:25])[NH:7][C:8]1[CH2:9][O:10][CH2:11][C:12]([C:17]2[CH:22]=[C:21]([NH2:23])[CH:20]=[CH:19][C:18]=2[F:24])([CH:14]([F:16])[F:15])[N:13]=1)([CH3:4])([CH3:3])[CH3:2].[Br:26][C:27]1[CH:28]=[CH:29][C:30]([C:33](O)=[O:34])=[N:31][CH:32]=1.C1C=NC2N(O)N=NC=2C=1.CCN=C=NCCCN(C)C.Cl. (2) The reactants are: [Cl:1][C:2]1[CH:7]=[CH:6][C:5]([C:8]2[CH:13]=[C:12]([CH:14]([F:16])[F:15])[N:11]3[N:17]=[CH:18][CH:19]=[C:10]3[N:9]=2)=[CH:4][C:3]=1[CH3:20].C([O-])(=O)C.[Na+].[I:26]Cl. Given the product [Cl:1][C:2]1[CH:7]=[CH:6][C:5]([C:8]2[CH:13]=[C:12]([CH:14]([F:16])[F:15])[N:11]3[N:17]=[CH:18][C:19]([I:26])=[C:10]3[N:9]=2)=[CH:4][C:3]=1[CH3:20], predict the reactants needed to synthesize it. (3) Given the product [Cl:1][C:2]1[C:3]([O:12][C:13]2[CH:18]=[C:17]([O:19][CH2:20][CH2:21][CH2:22][O:23][CH3:24])[CH:16]=[CH:15][C:14]=2/[CH:25]=[CH:26]/[C:27]([OH:29])=[O:28])=[N:4][CH:5]=[C:6]([C:8]([F:9])([F:11])[F:10])[CH:7]=1, predict the reactants needed to synthesize it. The reactants are: [Cl:1][C:2]1[C:3]([O:12][C:13]2[CH:18]=[C:17]([O:19][CH2:20][CH2:21][CH2:22][O:23][CH3:24])[CH:16]=[CH:15][C:14]=2/[CH:25]=[CH:26]/[C:27]([O:29]CC)=[O:28])=[N:4][CH:5]=[C:6]([C:8]([F:11])([F:10])[F:9])[CH:7]=1.[OH-].[Na+].Cl.